Dataset: Reaction yield outcomes from USPTO patents with 853,638 reactions. Task: Predict the reaction yield, written as a fraction of the theoretical maximum amount of product (1.0 means a 100% yield; for example, 0.34 means a 34% yield). The reactants are [NH2:1][C@H:2]([C:5]([OH:7])=[O:6])[CH2:3][OH:4].FC(F)(F)C(O)=O.[C:15](Cl)(=[O:18])[CH2:16][CH3:17]. The catalyst is C(OCC)C. The product is [C:15]([O:4][CH2:3][C@@H:2]([C:5]([OH:7])=[O:6])[NH2:1])(=[O:18])[CH2:16][CH3:17]. The yield is 0.650.